This data is from Full USPTO retrosynthesis dataset with 1.9M reactions from patents (1976-2016). The task is: Predict the reactants needed to synthesize the given product. (1) Given the product [CH2:17]([O:16][C:14]([N:19]1[CH2:24][CH2:23][CH:22]([N:1]2[CH2:9][CH2:8][CH:4]([C:5]([OH:7])=[O:6])[CH2:3][CH2:2]2)[CH2:21][CH2:20]1)=[O:15])[CH3:18], predict the reactants needed to synthesize it. The reactants are: [NH:1]1[CH2:9][CH2:8][CH:4]([C:5]([OH:7])=[O:6])[CH2:3][CH2:2]1.C(O)(=O)C.[C:14]([N:19]1[CH2:24][CH2:23][C:22](=O)[CH2:21][CH2:20]1)([O:16][CH2:17][CH3:18])=[O:15]. (2) Given the product [Cl:20][C:17]([F:19])([F:18])[O:16][C:13]1[CH:14]=[CH:15][C:10]([NH:9][C:7](=[O:8])[C:6]2[CH:21]=[C:2]([C:37]3[NH:36][N:35]=[CH:39][CH:38]=3)[C:3]([N:22]3[CH2:26][CH2:25][C@H:24]([CH2:27][OH:28])[CH2:23]3)=[N:4][CH:5]=2)=[CH:11][CH:12]=1, predict the reactants needed to synthesize it. The reactants are: Br[C:2]1[C:3]([N:22]2[CH2:26][CH2:25][C@H:24]([CH2:27][OH:28])[CH2:23]2)=[N:4][CH:5]=[C:6]([CH:21]=1)[C:7]([NH:9][C:10]1[CH:15]=[CH:14][C:13]([O:16][C:17]([Cl:20])([F:19])[F:18])=[CH:12][CH:11]=1)=[O:8].O1CCCCC1[N:35]1[C:39](B2OC(C)(C)C(C)(C)O2)=[CH:38][CH:37]=[N:36]1.C([O-])([O-])=O.[Na+].[Na+].C(O)(C(F)(F)F)=O.N.CO. (3) Given the product [CH3:21][O:22][C:23]1[CH:24]=[CH:25][C:26]([N:29]([C:9](=[O:11])[C:8]2[CH:12]=[C:4]([CH:1]([CH3:2])[CH3:3])[C:5]([O:17][CH2:18][O:19][CH3:20])=[CH:6][C:7]=2[O:13][CH2:14][O:15][CH3:16])[NH:30][C:31]([NH2:33])=[S:32])=[CH:27][CH:28]=1, predict the reactants needed to synthesize it. The reactants are: [CH:1]([C:4]1[C:5]([O:17][CH2:18][O:19][CH3:20])=[CH:6][C:7]([O:13][CH2:14][O:15][CH3:16])=[C:8]([CH:12]=1)[C:9]([OH:11])=O)([CH3:3])[CH3:2].[CH3:21][O:22][C:23]1[CH:28]=[CH:27][C:26]([NH:29][NH:30][C:31]([NH2:33])=[S:32])=[CH:25][CH:24]=1.O.ON1C2C=CC=CC=2N=N1.CN(C)CCCN=C=NCC.[Cl-].[Na+].